Dataset: Forward reaction prediction with 1.9M reactions from USPTO patents (1976-2016). Task: Predict the product of the given reaction. (1) Given the reactants [Cl:1][C:2]1[CH:26]=[CH:25][C:5]([CH2:6][NH:7][C:8]([C:10]2[C:11](=[O:24])[C:12]3[CH:21]=[C:20]([CH2:22]Cl)[S:19][C:13]=3[N:14]([CH2:16][CH2:17][OH:18])[CH:15]=2)=[O:9])=[CH:4][CH:3]=1.[C:27]1([C@H:33]([OH:36])[CH2:34][OH:35])[CH:32]=[CH:31][CH:30]=[CH:29][CH:28]=1, predict the reaction product. The product is: [Cl:1][C:2]1[CH:3]=[CH:4][C:5]([CH2:6][NH:7][C:8]([C:10]2[C:11](=[O:24])[C:12]3[CH:21]=[C:20]([CH2:22][O:35][CH2:34][C@@H:33]([OH:36])[C:27]4[CH:32]=[CH:31][CH:30]=[CH:29][CH:28]=4)[S:19][C:13]=3[N:14]([CH2:16][CH2:17][OH:18])[CH:15]=2)=[O:9])=[CH:25][CH:26]=1. (2) Given the reactants [O:1]1[C:5]([C:6]2[CH:11]=[CH:10][C:9]([NH:12][C:13]3[N:14]=[C:15]([NH:30][CH2:31][C@H:32]4[CH2:36][CH2:35][CH2:34][O:33]4)[C:16]4[CH2:22][N:21](C(OC(C)(C)C)=O)[CH2:20][CH2:19][C:17]=4[N:18]=3)=[CH:8][CH:7]=2)=[CH:4][N:3]=[CH:2]1.Cl, predict the reaction product. The product is: [O:1]1[C:5]([C:6]2[CH:7]=[CH:8][C:9]([NH:12][C:13]3[N:14]=[C:15]([NH:30][CH2:31][C@H:32]4[CH2:36][CH2:35][CH2:34][O:33]4)[C:16]4[CH2:22][NH:21][CH2:20][CH2:19][C:17]=4[N:18]=3)=[CH:10][CH:11]=2)=[CH:4][N:3]=[CH:2]1. (3) Given the reactants [O:1]=[CH:2][CH:3](CO)O.[F:7][C:8]1[CH:9]=[N:10][C:11]([O:23][C:24]2[CH:29]=[CH:28][CH:27]=[C:26]([S:30][CH3:31])[CH:25]=2)=[C:12]([CH:22]=1)[C:13]([NH:15][CH:16]1[CH2:21][CH2:20][NH:19][CH2:18][CH2:17]1)=[O:14].[Na], predict the reaction product. The product is: [NH3:10].[F:7][C:8]1[CH:9]=[N:10][C:11]([O:23][C:24]2[CH:29]=[CH:28][CH:27]=[C:26]([S:30][CH3:31])[CH:25]=2)=[C:12]([CH:22]=1)[C:13]([NH:15][CH:16]1[CH2:17][CH2:18][N:19]([CH2:3][CH2:2][OH:1])[CH2:20][CH2:21]1)=[O:14]. (4) Given the reactants [C:1](O)(=O)[CH3:2].Cl.[CH2:6]([O:13][C:14]1[CH:19]=[CH:18][C:17]([NH:20][NH2:21])=[CH:16][CH:15]=1)[C:7]1[CH:12]=[CH:11][CH:10]=[CH:9][CH:8]=1.C(=O)(O)[O-].[Na+], predict the reaction product. The product is: [CH2:6]([O:13][C:14]1[CH:15]=[CH:16][C:17]([N:20]2[C:8]([C:1]3[CH:2]=[CH:15][CH:16]=[CH:17][N:20]=3)=[CH:7][CH:6]=[N:21]2)=[CH:18][CH:19]=1)[C:7]1[CH:8]=[CH:9][CH:10]=[CH:11][CH:12]=1. (5) Given the reactants [F:1][C:2]1[CH:7]=[CH:6][C:5]([OH:8])=[CH:4][CH:3]=1.[H-].[Na+].[N+]([C:14]1[O:18][C:17]([CH:19]=[O:20])=[CH:16][CH:15]=1)([O-])=O, predict the reaction product. The product is: [F:1][C:2]1[CH:7]=[CH:6][C:5]([O:8][C:14]2[O:18][C:17]([CH:19]=[O:20])=[CH:16][CH:15]=2)=[CH:4][CH:3]=1. (6) Given the reactants [F:1][C:2]1[CH:7]=[CH:6][C:5]([C:8]2[CH:9]=[C:10]([CH2:19]OS(C)(=O)=O)[C:11](=[O:18])[N:12]([CH2:14][CH:15]([CH3:17])[CH3:16])[N:13]=2)=[CH:4][C:3]=1[CH3:25].[CH2:26]([NH:28][CH2:29][CH3:30])[CH3:27], predict the reaction product. The product is: [CH2:26]([N:28]([CH2:19][C:10]1[C:11](=[O:18])[N:12]([CH2:14][CH:15]([CH3:17])[CH3:16])[N:13]=[C:8]([C:5]2[CH:6]=[CH:7][C:2]([F:1])=[C:3]([CH3:25])[CH:4]=2)[CH:9]=1)[CH2:29][CH3:30])[CH3:27]. (7) Given the reactants [C:1]([C:3]1([NH:6][C:7](=[O:35])[C@H:8]([CH2:30][C:31]([F:34])([CH3:33])[CH3:32])[NH:9][C@@H:10]([C:15]2[CH:20]=[CH:19][C:18](B3OC(C)(C)C(C)(C)O3)=[CH:17][CH:16]=2)[C:11]([F:14])([F:13])[F:12])[CH2:5][CH2:4]1)#[N:2].Br[C:37]1[CH:42]=[CH:41][C:40]([C:43]2([C:46]([NH2:48])=[O:47])[CH2:45][CH2:44]2)=[CH:39][CH:38]=1.C([O-])([O-])=O.[Na+].[Na+].C(=O)(O)[O-].[Na+], predict the reaction product. The product is: [NH2:48][C:46]([C:43]1([C:40]2[CH:41]=[CH:42][C:37]([C:18]3[CH:19]=[CH:20][C:15]([C@H:10]([NH:9][C@H:8]([C:7]([NH:6][C:3]4([C:1]#[N:2])[CH2:5][CH2:4]4)=[O:35])[CH2:30][C:31]([F:34])([CH3:32])[CH3:33])[C:11]([F:14])([F:13])[F:12])=[CH:16][CH:17]=3)=[CH:38][CH:39]=2)[CH2:44][CH2:45]1)=[O:47]. (8) Given the reactants BrC1N(CC=C(C)C)C(C(OC)=O)=C(C=O)N=1.[Br:18][C:19]1[N:20]([CH2:34][C:35]#[C:36][CH3:37])[C:21]([C:29]([O:31][CH2:32][CH3:33])=[O:30])=[C:22]([C:24](OCC)=[O:25])[N:23]=1.[H-].C([Al+]CC(C)C)C(C)C, predict the reaction product. The product is: [Br:18][C:19]1[N:20]([CH2:34][C:35]#[C:36][CH3:37])[C:21]([C:29]([O:31][CH2:32][CH3:33])=[O:30])=[C:22]([CH:24]=[O:25])[N:23]=1. (9) Given the reactants Cl[C:2]([O:4][C:5]1[CH:10]=[CH:9][CH:8]=[CH:7][CH:6]=1)=[O:3].[CH:11]([C:14]1[CH:18]=[C:17]([NH2:19])[N:16]([CH3:20])[N:15]=1)([CH3:13])[CH3:12].C([O-])(O)=O.[Na+], predict the reaction product. The product is: [CH:11]([C:14]1[CH:18]=[C:17]([NH:19][C:2](=[O:3])[O:4][C:5]2[CH:10]=[CH:9][CH:8]=[CH:7][CH:6]=2)[N:16]([CH3:20])[N:15]=1)([CH3:13])[CH3:12]. (10) Given the reactants [OH:1][C:2]1[C:6]([CH3:13])([C:7]2[CH:12]=[CH:11][CH:10]=[CH:9][CH:8]=2)[O:5][C:4](=[O:14])[CH:3]=1.[CH:15](=O)[C:16]1[CH:21]=[CH:20][CH:19]=[CH:18][CH:17]=1.[F:23][C:24]1[CH:32]=[C:31]2[C:27]([C:28]([CH2:33][CH2:34][NH:35][C:36](=[O:38])[CH3:37])=[CH:29][NH:30]2)=[CH:26][CH:25]=1, predict the reaction product. The product is: [F:23][C:24]1[CH:32]=[C:31]2[C:27]([C:28]([CH2:33][CH2:34][NH:35][C:36](=[O:38])[CH3:37])=[C:29]([CH:15]([C:3]3[C:4](=[O:14])[O:5][C:6]([CH3:13])([C:7]4[CH:12]=[CH:11][CH:10]=[CH:9][CH:8]=4)[C:2]=3[OH:1])[C:16]3[CH:21]=[CH:20][CH:19]=[CH:18][CH:17]=3)[NH:30]2)=[CH:26][CH:25]=1.